From a dataset of Full USPTO retrosynthesis dataset with 1.9M reactions from patents (1976-2016). Predict the reactants needed to synthesize the given product. (1) Given the product [NH:40]1[C:41]2[C:46](=[CH:45][CH:44]=[CH:43][CH:42]=2)[C:38]([CH2:37][CH2:36][NH:35][C:12](=[O:13])[C:11]2[CH:15]=[C:16]([O:26][CH2:27][C:28]3[CH:29]=[CH:30][CH:31]=[CH:32][CH:33]=3)[C:17]([O:18][CH2:19][C:20]3[CH:21]=[CH:22][CH:23]=[CH:24][CH:25]=3)=[C:9]([O:8][CH2:1][C:2]3[CH:7]=[CH:6][CH:5]=[CH:4][CH:3]=3)[CH:10]=2)=[CH:39]1, predict the reactants needed to synthesize it. The reactants are: [CH2:1]([O:8][C:9]1[CH:10]=[C:11]([CH:15]=[C:16]([O:26][CH2:27][C:28]2[CH:33]=[CH:32][CH:31]=[CH:30][CH:29]=2)[C:17]=1[O:18][CH2:19][C:20]1[CH:25]=[CH:24][CH:23]=[CH:22][CH:21]=1)[C:12](O)=[O:13])[C:2]1[CH:7]=[CH:6][CH:5]=[CH:4][CH:3]=1.Cl.[NH2:35][CH2:36][CH2:37][C:38]1[C:46]2[C:41](=[CH:42][CH:43]=[CH:44][CH:45]=2)[NH:40][CH:39]=1.C(Cl)CCl.CO. (2) Given the product [S:1]1[CH:5]=[CH:4][C:3]2[C:6]3[NH:33][N:34]=[C:11]([NH:10][C:13]4[CH:18]=[CH:17][C:16]([O:19][CH3:20])=[C:15]([O:21][CH3:22])[CH:14]=4)[C:7]=3[CH2:8][C:2]1=2, predict the reactants needed to synthesize it. The reactants are: [S:1]1[CH:5]=[CH:4][C:3]2[C:6](=O)[CH2:7][CH2:8][C:2]1=2.[N:10]([C:13]1[CH:18]=[CH:17][C:16]([O:19][CH3:20])=[C:15]([O:21][CH3:22])[CH:14]=1)=[C:11]=S.C[Si](C)(C)[Si](C)(C)C.[Li].O.[NH2:33][NH2:34].